From a dataset of Full USPTO retrosynthesis dataset with 1.9M reactions from patents (1976-2016). Predict the reactants needed to synthesize the given product. (1) Given the product [Cl:1][C:2]1[C:3]([O:29][C:30]2[CH:35]=[CH:34][C:33]([C:36]3[CH:41]=[CH:40][CH:39]=[C:38]([C:42]#[N:43])[CH:37]=3)=[CH:32][C:31]=2[C:44]2[CH:49]=[CH:48][N:47]=[N:46][CH:45]=2)=[CH:4][C:5]([F:28])=[C:6]([S:8]([NH:11][C:12]2[S:13][CH:14]=[N:15][N:16]=2)(=[O:9])=[O:10])[CH:7]=1, predict the reactants needed to synthesize it. The reactants are: [Cl:1][C:2]1[C:3]([O:29][C:30]2[CH:35]=[CH:34][C:33]([C:36]3[CH:41]=[CH:40][CH:39]=[C:38]([C:42]#[N:43])[CH:37]=3)=[CH:32][C:31]=2[C:44]2[CH:49]=[CH:48][N:47]=[N:46][CH:45]=2)=[CH:4][C:5]([F:28])=[C:6]([S:8]([N:11](CC2C=CC(OC)=CC=2OC)[C:12]2[S:13][CH:14]=[N:15][N:16]=2)(=[O:10])=[O:9])[CH:7]=1.Cl. (2) Given the product [CH3:16][C:4]1[C:3]([CH3:17])=[C:2]([N:23]2[CH2:22][CH2:21][NH:20][C@H:19]([CH3:18])[CH2:24]2)[N:7]=[N:6][C:5]=1[C:8]([C:10]1[CH:11]=[N:12][CH:13]=[CH:14][CH:15]=1)=[O:9], predict the reactants needed to synthesize it. The reactants are: Cl[C:2]1[N:7]=[N:6][C:5]([C:8]([C:10]2[CH:11]=[N:12][CH:13]=[CH:14][CH:15]=2)=[O:9])=[C:4]([CH3:16])[C:3]=1[CH3:17].[CH3:18][C@@H:19]1[CH2:24][NH:23][CH2:22][CH2:21][NH:20]1.C(N(CC)CC)C. (3) Given the product [NH2:17][C:14]1[CH:15]=[N:16][C:9]([S:8][CH2:1][C:2]2[CH:7]=[CH:6][CH:5]=[CH:4][CH:3]=2)=[C:10]([CH:13]=1)[C:11]#[N:12], predict the reactants needed to synthesize it. The reactants are: [CH2:1]([S:8][C:9]1[N:16]=[CH:15][C:14]([N+:17]([O-])=O)=[CH:13][C:10]=1[C:11]#[N:12])[C:2]1[CH:7]=[CH:6][CH:5]=[CH:4][CH:3]=1.C(O)C.